This data is from Full USPTO retrosynthesis dataset with 1.9M reactions from patents (1976-2016). The task is: Predict the reactants needed to synthesize the given product. (1) Given the product [F:13][C:14]1[CH:19]=[C:18]([F:20])[CH:17]=[CH:16][C:15]=1[C:21]1[CH:26]=[CH:25][CH:24]=[CH:23][C:22]=1[CH:27]([NH:29][S:9]([C:5]1[CH:6]=[CH:7][CH:8]=[C:3]([O:2][CH3:1])[CH:4]=1)(=[O:11])=[O:10])[CH3:28], predict the reactants needed to synthesize it. The reactants are: [CH3:1][O:2][C:3]1[CH:4]=[C:5]([S:9](Cl)(=[O:11])=[O:10])[CH:6]=[CH:7][CH:8]=1.[F:13][C:14]1[CH:19]=[C:18]([F:20])[CH:17]=[CH:16][C:15]=1[C:21]1[CH:26]=[CH:25][CH:24]=[CH:23][C:22]=1[CH:27]([NH2:29])[CH3:28].C(N(CC)CC)C. (2) Given the product [NH2:38][C@H:30]([CH2:31][C:32]1[CH:37]=[CH:36][CH:35]=[CH:34][CH:33]=1)[CH2:29][C:28]([N:25]1[CH2:26][CH2:27][CH:22]([N:13]2[N:12]=[C:11]([C:5]3[CH:6]=[CH:7][C:8]([O:9][CH3:10])=[C:3]([O:2][CH3:1])[CH:4]=3)[C@@H:20]3[C@@H:15]([CH2:16][CH2:17][CH2:18][CH2:19]3)[C:14]2=[O:21])[CH2:23][CH2:24]1)=[O:46], predict the reactants needed to synthesize it. The reactants are: [CH3:1][O:2][C:3]1[CH:4]=[C:5]([C:11]2[C@@H:20]3[C@@H:15]([CH2:16][CH2:17][CH2:18][CH2:19]3)[C:14](=[O:21])[N:13]([CH:22]3[CH2:27][CH2:26][N:25]([C:28](=[O:46])[CH2:29][C@H:30]([NH:38]C(=O)OC(C)(C)C)[CH2:31][C:32]4[CH:37]=[CH:36][CH:35]=[CH:34][CH:33]=4)[CH2:24][CH2:23]3)[N:12]=2)[CH:6]=[CH:7][C:8]=1[O:9][CH3:10].FC(F)(F)C(O)=O.C(=O)(O)[O-].[Na+].